Dataset: Forward reaction prediction with 1.9M reactions from USPTO patents (1976-2016). Task: Predict the product of the given reaction. (1) Given the reactants [C:1]([NH:4][C@H:5]([C:7]([OH:9])=O)[CH3:6])(=[O:3])[CH3:2].N1C=CC=CC=1.[C:16]([O:19][CH2:20][CH3:21])(=[O:18])C, predict the reaction product. The product is: [C:1]([NH:4][CH:5]([CH3:6])[C:7](=[O:9])[C:16]([O:19][CH2:20][CH3:21])=[O:18])(=[O:3])[CH3:2]. (2) Given the reactants Cl[C:2]1[CH:7]=[CH:6][C:5]([N+:8]([O-:10])=[O:9])=[CH:4][N:3]=1.[NH:11]1[CH2:15][CH2:14][C@@H:13]([OH:16])[CH2:12]1, predict the reaction product. The product is: [N+:8]([C:5]1[CH:6]=[CH:7][C:2]([N:11]2[CH2:15][CH2:14][C@@H:13]([OH:16])[CH2:12]2)=[N:3][CH:4]=1)([O-:10])=[O:9]. (3) Given the reactants [F:1][C:2]1[N:7]=[CH:6][C:5](B(O)O)=[CH:4][CH:3]=1.I[C:12]1[CH:17]=[CH:16][CH:15]=[CH:14][C:13]=1[C:18]([N:20]1[C@H:25]([CH3:26])[C@@H:24]2[CH2:27][C@H:21]1[C@H:22]([O:28][C:29]1[CH:34]=[CH:33][C:32]([C:35]([F:38])([F:37])[F:36])=[CH:31][N:30]=1)[CH2:23]2)=[O:19], predict the reaction product. The product is: [F:1][C:2]1[N:7]=[CH:6][C:5]([C:12]2[CH:17]=[CH:16][CH:15]=[CH:14][C:13]=2[C:18]([N:20]2[C@H:21]3[CH2:27][C@H:24]([CH2:23][C@H:22]3[O:28][C:29]3[CH:34]=[CH:33][C:32]([C:35]([F:38])([F:36])[F:37])=[CH:31][N:30]=3)[C@H:25]2[CH3:26])=[O:19])=[CH:4][CH:3]=1. (4) Given the reactants [OH:1][C:2]1[C:3]2[C:7]([CH:8]=[C:9]([C:11]([O:13][CH2:14][CH3:15])=[O:12])[CH:10]=1)=[N:6][N:5]([CH3:16])[CH:4]=2.F[C:18]1[CH:23]=[CH:22][C:21]([S:24]([N:27]([CH3:29])[CH3:28])(=[O:26])=[O:25])=[CH:20][CH:19]=1.C(=O)([O-])[O-].[Cs+].[Cs+], predict the reaction product. The product is: [CH3:28][N:27]([CH3:29])[S:24]([C:21]1[CH:20]=[CH:19][C:18]([O:1][C:2]2[C:3]3[C:7]([CH:8]=[C:9]([C:11]([O:13][CH2:14][CH3:15])=[O:12])[CH:10]=2)=[N:6][N:5]([CH3:16])[CH:4]=3)=[CH:23][CH:22]=1)(=[O:25])=[O:26].